Dataset: Reaction yield outcomes from USPTO patents with 853,638 reactions. Task: Predict the reaction yield, written as a fraction of the theoretical maximum amount of product (1.0 means a 100% yield; for example, 0.34 means a 34% yield). (1) The reactants are [CH:1]1[C:15](=[O:16])[N:14]=[C:13]2[N:3]([C@@H:4]3[O:8][C@H:7]([CH2:9][OH:10])[C@@H:6]([OH:11])[C@@H:5]3[O:12]2)[CH:2]=1.C1C=CN=CC=1.[FH:23]. The catalyst is O1CCOCC1. The product is [F:23][C@@H:5]1[C@H:6]([OH:11])[C@@H:7]([CH2:9][OH:10])[O:8][C@H:4]1[N:3]1[CH:2]=[CH:1][C:15](=[O:16])[NH:14][C:13]1=[O:12]. The yield is 0.750. (2) The reactants are I[C:2]1[C:10]2[C:5](=[N:6][CH:7]=[N:8][C:9]=2[NH2:11])[NH:4][N:3]=1.[Cl:12][C:13]1[CH:18]=[CH:17][C:16]([O:19][CH3:20])=[CH:15][C:14]=1B(O)O.C(=O)([O-])[O-].[Na+].[Na+].ClCCl. The catalyst is CN(C=O)C.C(O)C.O. The product is [Cl:12][C:13]1[CH:18]=[CH:17][C:16]([O:19][CH3:20])=[CH:15][C:14]=1[C:2]1[C:10]2[C:5](=[N:6][CH:7]=[N:8][C:9]=2[NH2:11])[NH:4][N:3]=1. The yield is 0.160. (3) The reactants are [OH:1][C:2]1[CH:3]=[CH:4][C:5]2[O:9][C:8](=O)[S:7][C:6]=2[CH:11]=1.[C:12](=O)([O-])[O-].[K+].[K+].C(Br)C=C. The product is [CH3:8][O:9][C:5]1[CH:4]=[CH:3][C:2]([OH:1])=[CH:11][C:6]=1[S:7][CH3:12]. The catalyst is CC(C)=O. The yield is 0.770. (4) The reactants are [Cl:1][C:2]1[CH:7]=[CH:6][C:5]([C:8]2[N:12]([C:13]3[CH:18]=[CH:17][C:16]([Cl:19])=[CH:15][C:14]=3[Cl:20])[N:11]=[C:10]([C:21]([NH2:23])=[O:22])[C:9]=2[CH3:24])=[CH:4][CH:3]=1.C[Si]([N-][Si](C)(C)C)(C)C.[Na+].Cl[C:36]([O:38][CH2:39][C:40]1[CH:45]=[CH:44][CH:43]=[CH:42][CH:41]=1)=[O:37].C([O-])(O)=O.[Na+]. The catalyst is C1COCC1. The product is [Cl:1][C:2]1[CH:3]=[CH:4][C:5]([C:8]2[N:12]([C:13]3[CH:18]=[CH:17][C:16]([Cl:19])=[CH:15][C:14]=3[Cl:20])[N:11]=[C:10]([C:21]([NH:23][C:36](=[O:37])[O:38][CH2:39][C:40]3[CH:45]=[CH:44][CH:43]=[CH:42][CH:41]=3)=[O:22])[C:9]=2[CH3:24])=[CH:6][CH:7]=1. The yield is 0.530.